From a dataset of Catalyst prediction with 721,799 reactions and 888 catalyst types from USPTO. Predict which catalyst facilitates the given reaction. (1) Reactant: [CH3:1][O:2][C:3]1[CH:8]=[CH:7][C:6]([C:9]2[CH:10]=[N:11][C:12]([NH2:15])=[N:13][CH:14]=2)=[CH:5][CH:4]=1.BrC1C=CC(N[C:24]2[CH:29]=[CH:28][C:27]([S:30][CH2:31][CH2:32][N:33]([CH2:36][CH3:37])[CH2:34][CH3:35])=[CH:26][CH:25]=2)=NC=1.COC1C=CC(B(O)O)=CC=1.C(=O)([O-])[O-].[K+].[K+]. Product: [CH2:36]([N:33]([CH2:34][CH3:35])[CH2:32][CH2:31][S:30][C:27]1[CH:28]=[CH:29][C:24]([NH:15][C:12]2[N:11]=[CH:10][C:9]([C:6]3[CH:5]=[CH:4][C:3]([O:2][CH3:1])=[CH:8][CH:7]=3)=[CH:14][N:13]=2)=[CH:25][CH:26]=1)[CH3:37]. The catalyst class is: 564. (2) Reactant: [ClH:1].[CH2:2]([N:9]1[CH2:14][CH2:13][CH:12]([C:15](OCC)=O)[C:11](=O)[CH2:10]1)[C:3]1[CH:8]=[CH:7][CH:6]=[CH:5][CH:4]=1.Cl.[CH:22]([NH2:24])=[NH:23].[O-]CC.[Na+]. Product: [CH2:2]([N:9]1[CH2:14][CH2:13][C:12]2[C:15]([Cl:1])=[N:24][CH:22]=[N:23][C:11]=2[CH2:10]1)[C:3]1[CH:8]=[CH:7][CH:6]=[CH:5][CH:4]=1. The catalyst class is: 8. (3) Reactant: [Cl:1][C:2]1[CH:7]=[CH:6][C:5]([CH:8]([C:26]2[CH:31]=[CH:30][C:29]([Cl:32])=[CH:28][CH:27]=2)[C:9]2[CH:10]=[C:11]3[C:16](=[CH:17][CH:18]=2)[N:15]=[N:14][CH:13]=[C:12]3[NH:19][CH:20]2[CH2:25][CH2:24][NH:23][CH2:22][CH2:21]2)=[CH:4][CH:3]=1.Br[CH2:34][C:35]1[CH:36]=[C:37]([CH:42]=[CH:43][CH:44]=1)[C:38]([O:40][CH3:41])=[O:39].C(=O)([O-])[O-].[K+].[K+]. Product: [Cl:1][C:2]1[CH:7]=[CH:6][C:5]([CH:8]([C:26]2[CH:27]=[CH:28][C:29]([Cl:32])=[CH:30][CH:31]=2)[C:9]2[CH:10]=[C:11]3[C:16](=[CH:17][CH:18]=2)[N:15]=[N:14][CH:13]=[C:12]3[NH:19][CH:20]2[CH2:21][CH2:22][N:23]([CH2:34][C:35]3[CH:36]=[C:37]([CH:42]=[CH:43][CH:44]=3)[C:38]([O:40][CH3:41])=[O:39])[CH2:24][CH2:25]2)=[CH:4][CH:3]=1. The catalyst class is: 391. (4) Reactant: [F:1][C:2]1[CH:3]=[C:4]([CH:7]=[CH:8][CH:9]=1)[CH:5]=O.[C:10](#[N:14])[CH2:11][C:12]#[N:13].[OH:15][C:16]1[CH:24]=[CH:23][CH:22]=[C:21]2[C:17]=1[CH:18]=[CH:19][N:20]2[CH3:25].N1CCCCC1. Product: [NH2:13][C:12]1[O:15][C:16]2[C:24]([CH:5]([C:4]3[CH:7]=[CH:8][CH:9]=[C:2]([F:1])[CH:3]=3)[C:11]=1[C:10]#[N:14])=[CH:23][CH:22]=[C:21]1[N:20]([CH3:25])[CH:19]=[CH:18][C:17]=21. The catalyst class is: 8. (5) Reactant: [F:1][C:2]1[CH:3]=[C:4]([N+:9]([O-:11])=[O:10])[CH:5]=[CH:6][C:7]=1F.[NH:12]1[CH2:17][CH2:16][CH2:15][CH2:14][CH2:13]1. Product: [F:1][C:2]1[CH:3]=[C:4]([N+:9]([O-:11])=[O:10])[CH:5]=[CH:6][C:7]=1[N:12]1[CH2:17][CH2:16][CH2:15][CH2:14][CH2:13]1. The catalyst class is: 6. (6) Reactant: [CH3:1][N:2]1[C@@H:7]2[C@@H:8]3[O:10][C@@H:9]3[C@H:3]1[CH2:4][CH:5]([O:11][C:12]([C:14]([OH:25])([C:20]1[S:24][CH:23]=[CH:22][CH:21]=1)[C:15]1[S:19][CH:18]=[CH:17][CH:16]=1)=[O:13])[CH2:6]2.[CH3:26][O:27][S:28]([O:31]C)(=[O:30])=[O:29]. Product: [CH3:1][N+:2]1([CH3:26])[C@@H:3]2[C@@H:9]3[O:10][C@@H:8]3[C@H:7]1[CH2:6][C@@H:5]([O:11][C:12]([C:14]([OH:25])([C:15]1[S:19][CH:18]=[CH:17][CH:16]=1)[C:20]1[S:24][CH:23]=[CH:22][CH:21]=1)=[O:13])[CH2:4]2.[CH3:26][O:27][S:28]([O-:31])(=[O:30])=[O:29]. The catalyst class is: 10.